Dataset: Full USPTO retrosynthesis dataset with 1.9M reactions from patents (1976-2016). Task: Predict the reactants needed to synthesize the given product. The reactants are: [S:1](Cl)(Cl)=O.[Cl:5][C:6]1[CH:11]=[CH:10][C:9]([CH2:12][CH2:13][CH:14](O)[CH2:15][N:16]2[CH:20]=[CH:19][N:18]=[CH:17]2)=[CH:8][CH:7]=1.[Cl:22][C:23]1[CH:28]=C[C:26](CCC(Cl)CN2C=CN=C2)=[CH:25][CH:24]=1.Cl[CH2:40][Cl:41]. Given the product [Cl:5][C:6]1[CH:11]=[CH:10][C:9]([CH2:12][CH2:13][CH:14]([S:1][C:28]2[C:23]([Cl:22])=[CH:24][CH:25]=[CH:26][C:40]=2[Cl:41])[CH2:15][N:16]2[CH:20]=[CH:19][N:18]=[CH:17]2)=[CH:8][CH:7]=1, predict the reactants needed to synthesize it.